Predict the product of the given reaction. From a dataset of Forward reaction prediction with 1.9M reactions from USPTO patents (1976-2016). (1) Given the reactants [CH:1]([N:14]1[CH2:17][C:16]([C:19]2[O:20][C:21]3[CH:28]=[CH:27][CH:26]=[CH:25][C:22]=3[C:23]=2[CH3:24])(O)[CH2:15]1)([C:8]1[CH:13]=[CH:12][CH:11]=[CH:10][CH:9]=1)[C:2]1[CH:7]=[CH:6][CH:5]=[CH:4][CH:3]=1.C([SiH](CC)CC)C.FC(F)(F)C(O)=O.B(F)(F)F.CCOCC, predict the reaction product. The product is: [CH:1]([N:14]1[CH2:17][CH:16]([C:19]2[O:20][C:21]3[CH:28]=[CH:27][CH:26]=[CH:25][C:22]=3[C:23]=2[CH3:24])[CH2:15]1)([C:8]1[CH:9]=[CH:10][CH:11]=[CH:12][CH:13]=1)[C:2]1[CH:7]=[CH:6][CH:5]=[CH:4][CH:3]=1. (2) Given the reactants [Cl:1][C:2]1[CH:7]=[CH:6][C:5]([C:8]2[S:9][C:10]([CH2:28][CH3:29])=[C:11]([C:13]3[C:14](=[O:27])/[C:15](=[CH:20]/[CH:21]4[CH2:26][CH2:25][O:24][CH2:23][CH2:22]4)/[CH2:16][C:17]=3[O:18]C)[N:12]=2)=[CH:4][CH:3]=1.Cl, predict the reaction product. The product is: [Cl:1][C:2]1[CH:7]=[CH:6][C:5]([C:8]2[S:9][C:10]([CH2:28][CH3:29])=[C:11]([CH:13]3[C:14](=[O:27])/[C:15](=[CH:20]/[CH:21]4[CH2:26][CH2:25][O:24][CH2:23][CH2:22]4)/[CH2:16][C:17]3=[O:18])[N:12]=2)=[CH:4][CH:3]=1. (3) Given the reactants [CH2:1]([N:3]1[C:11]2[C:6](=[C:7]([N+:12]([O-:14])=[O:13])[CH:8]=[CH:9][CH:10]=2)[CH:5]=[CH:4]1)[CH3:2].[Br:15]N1C(=O)CCC1=O, predict the reaction product. The product is: [Br:15][C:5]1[C:6]2[C:11](=[CH:10][CH:9]=[CH:8][C:7]=2[N+:12]([O-:14])=[O:13])[N:3]([CH2:1][CH3:2])[CH:4]=1. (4) Given the reactants C(OC([N:8]1[CH:12]=[C:11]([CH2:13][CH2:14]CC(=O)NCCCCCCCC)[N:10]=[C:9]1[NH2:27])=O)(C)(C)C.[N:28]#CN.C(O)C.[ClH:34], predict the reaction product. The product is: [ClH:34].[ClH:34].[NH2:28][CH2:14][CH2:13][C:11]1[N:10]=[C:9]([NH2:27])[NH:8][CH:12]=1. (5) The product is: [Cl:1][C:2]1[C:3]([N+:10]([O-:12])=[O:11])=[CH:4][C:5]([CH3:9])=[C:6]([NH:8][C:20](=[O:21])[CH2:19][C:13]2[CH:18]=[CH:17][CH:16]=[CH:15][CH:14]=2)[CH:7]=1. Given the reactants [Cl:1][C:2]1[C:3]([N+:10]([O-:12])=[O:11])=[CH:4][C:5]([CH3:9])=[C:6]([NH2:8])[CH:7]=1.[C:13]1([CH2:19][C:20](Cl)=[O:21])[CH:18]=[CH:17][CH:16]=[CH:15][CH:14]=1, predict the reaction product. (6) The product is: [CH2:16]([O:20][C:4]1[CH2:9][CH:8]=[C:7]([C:10]2[CH:11]=[CH:12][CH:13]=[CH:14][CH:15]=2)[CH:6]=[CH:5][N:1]=1)[CH2:17][CH2:18][CH3:19]. Given the reactants [N+:1]([C:4]1[CH:9]=[CH:8][C:7]([C:10]2[CH:15]=[CH:14][CH:13]=[CH:12][CH:11]=2)=[CH:6][CH:5]=1)([O-])=O.[CH2:16]([OH:20])[CH2:17][CH2:18][CH3:19].C(P(CCCC)CCCC)CCC, predict the reaction product.